This data is from Merck oncology drug combination screen with 23,052 pairs across 39 cell lines. The task is: Regression. Given two drug SMILES strings and cell line genomic features, predict the synergy score measuring deviation from expected non-interaction effect. (1) Drug 1: O=S1(=O)NC2(CN1CC(F)(F)F)C1CCC2Cc2cc(C=CCN3CCC(C(F)(F)F)CC3)ccc2C1. Drug 2: C=CCn1c(=O)c2cnc(Nc3ccc(N4CCN(C)CC4)cc3)nc2n1-c1cccc(C(C)(C)O)n1. Cell line: COLO320DM. Synergy scores: synergy=17.9. (2) Cell line: RKO. Synergy scores: synergy=20.1. Drug 2: Cn1c(=O)n(-c2ccc(C(C)(C)C#N)cc2)c2c3cc(-c4cnc5ccccc5c4)ccc3ncc21. Drug 1: COC1=C2CC(C)CC(OC)C(O)C(C)C=C(C)C(OC(N)=O)C(OC)C=CC=C(C)C(=O)NC(=CC1=O)C2=O. (3) Drug 1: COC1CC2CCC(C)C(O)(O2)C(=O)C(=O)N2CCCCC2C(=O)OC(C(C)CC2CCC(OP(C)(C)=O)C(OC)C2)CC(=O)C(C)C=C(C)C(O)C(OC)C(=O)C(C)CC(C)C=CC=CC=C1C. Drug 2: COC1=C2CC(C)CC(OC)C(O)C(C)C=C(C)C(OC(N)=O)C(OC)C=CC=C(C)C(=O)NC(=CC1=O)C2=O. Cell line: A2058. Synergy scores: synergy=20.6. (4) Drug 1: COc1cccc2c1C(=O)c1c(O)c3c(c(O)c1C2=O)CC(O)(C(=O)CO)CC3OC1CC(N)C(O)C(C)O1. Drug 2: CS(=O)(=O)CCNCc1ccc(-c2ccc3ncnc(Nc4ccc(OCc5cccc(F)c5)c(Cl)c4)c3c2)o1. Cell line: NCIH460. Synergy scores: synergy=7.19. (5) Synergy scores: synergy=-2.86. Drug 1: COC12C(COC(N)=O)C3=C(C(=O)C(C)=C(N)C3=O)N1CC1NC12. Cell line: OV90. Drug 2: CCc1cnn2c(NCc3ccc[n+]([O-])c3)cc(N3CCCCC3CCO)nc12. (6) Drug 1: CC(=O)OC1C(=O)C2(C)C(O)CC3OCC3(OC(C)=O)C2C(OC(=O)c2ccccc2)C2(O)CC(OC(=O)C(O)C(NC(=O)c3ccccc3)c3ccccc3)C(C)=C1C2(C)C. Drug 2: COC1CC2CCC(C)C(O)(O2)C(=O)C(=O)N2CCCCC2C(=O)OC(C(C)CC2CCC(OP(C)(C)=O)C(OC)C2)CC(=O)C(C)C=C(C)C(O)C(OC)C(=O)C(C)CC(C)C=CC=CC=C1C. Cell line: KPL1. Synergy scores: synergy=36.2. (7) Drug 1: O=C(O)C1(Cc2cccc(Nc3nccs3)n2)CCC(Oc2cccc(Cl)c2F)CC1. Drug 2: COC1CC2CCC(C)C(O)(O2)C(=O)C(=O)N2CCCCC2C(=O)OC(C(C)CC2CCC(OP(C)(C)=O)C(OC)C2)CC(=O)C(C)C=C(C)C(O)C(OC)C(=O)C(C)CC(C)C=CC=CC=C1C. Cell line: NCIH520. Synergy scores: synergy=9.62. (8) Drug 1: CCC1=CC2CN(C1)Cc1c([nH]c3ccccc13)C(C(=O)OC)(c1cc3c(cc1OC)N(C)C1C(O)(C(=O)OC)C(OC(C)=O)C4(CC)C=CCN5CCC31C54)C2. Drug 2: CC(C)CC(NC(=O)C(Cc1ccccc1)NC(=O)c1cnccn1)B(O)O. Cell line: COLO320DM. Synergy scores: synergy=-15.4. (9) Drug 1: CNC(=O)c1cc(Oc2ccc(NC(=O)Nc3ccc(Cl)c(C(F)(F)F)c3)cc2)ccn1. Drug 2: Cn1cc(-c2cnn3c(N)c(Br)c(C4CCCNC4)nc23)cn1. Cell line: OV90. Synergy scores: synergy=0.588.